Regression. Given a peptide amino acid sequence and an MHC pseudo amino acid sequence, predict their binding affinity value. This is MHC class I binding data. From a dataset of Peptide-MHC class I binding affinity with 185,985 pairs from IEDB/IMGT. (1) The peptide sequence is PMQWLTQYYI. The MHC is Mamu-B17 with pseudo-sequence Mamu-B17. The binding affinity (normalized) is 0.310. (2) The peptide sequence is EVAQRAYR. The MHC is HLA-B51:01 with pseudo-sequence HLA-B51:01. The binding affinity (normalized) is 0. (3) The binding affinity (normalized) is 0.401. The peptide sequence is YIDVNEEYT. The MHC is HLA-A02:02 with pseudo-sequence HLA-A02:02. (4) The peptide sequence is STPPLVRLV. The MHC is Mamu-A01 with pseudo-sequence Mamu-A01. The binding affinity (normalized) is 0.996. (5) The binding affinity (normalized) is 0.213. The peptide sequence is MGAGLVFPI. The MHC is HLA-B83:01 with pseudo-sequence HLA-B83:01. (6) The peptide sequence is LTDAFHGYH. The MHC is HLA-B58:01 with pseudo-sequence HLA-B58:01. The binding affinity (normalized) is 0.0847. (7) The peptide sequence is HPDMDSMMI. The MHC is HLA-B54:01 with pseudo-sequence HLA-B54:01. The binding affinity (normalized) is 0. (8) The binding affinity (normalized) is 0. The peptide sequence is LVEITPIGLAP. The MHC is Mamu-B01 with pseudo-sequence Mamu-B01.